This data is from Catalyst prediction with 721,799 reactions and 888 catalyst types from USPTO. The task is: Predict which catalyst facilitates the given reaction. (1) Reactant: [CH3:1][C:2]1[CH:3]=[C:4]([N+:12]([O-:14])=[O:13])[CH:5]=[C:6]2[C:11]=1[N:10]=[CH:9][CH:8]=[CH:7]2.[Cl:15]N1C(=O)CCC1=O.C([O-])(O)=O.[Na+].S([O-])([O-])(=O)=S.[Na+].[Na+]. Product: [Cl:15][C:8]1[CH:9]=[N:10][C:11]2[C:6]([CH:7]=1)=[CH:5][C:4]([N+:12]([O-:14])=[O:13])=[CH:3][C:2]=2[CH3:1]. The catalyst class is: 6. (2) Reactant: [BH4-].[Na+].[CH2:3]([N:10]=[C:11]1[CH2:15][CH2:14][CH:13]([NH:16][C:17]2[C:18]3[N:19]([CH:26]=[C:27]([C:29]4[CH:34]=[CH:33][CH:32]=[CH:31][CH:30]=4)[CH:28]=3)[N:20]=[CH:21][C:22]=2[C:23]([NH2:25])=[O:24])[C:12]1([CH3:36])[CH3:35])[C:4]1[CH:9]=[CH:8][CH:7]=[CH:6][CH:5]=1. Product: [CH2:3]([NH:10][C@@H:11]1[CH2:15][CH2:14][C@H:13]([NH:16][C:17]2[C:18]3[N:19]([CH:26]=[C:27]([C:29]4[CH:34]=[CH:33][CH:32]=[CH:31][CH:30]=4)[CH:28]=3)[N:20]=[CH:21][C:22]=2[C:23]([NH2:25])=[O:24])[C:12]1([CH3:36])[CH3:35])[C:4]1[CH:9]=[CH:8][CH:7]=[CH:6][CH:5]=1. The catalyst class is: 5. (3) Reactant: [O:1]1[CH2:6][CH2:5][N:4]([CH2:7][CH2:8][OH:9])[CH2:3][CH2:2]1.[F:10][C:11]([F:22])([F:21])[C:12]([C:17]([F:20])([F:19])[F:18])([CH3:16])[C:13](F)=[O:14].C(N(CC)CC)C. Product: [F:10][C:11]([F:21])([F:22])[C:12]([C:17]([F:18])([F:20])[F:19])([CH3:16])[C:13]([O:9][CH2:8][CH2:7][N:4]1[CH2:5][CH2:6][O:1][CH2:2][CH2:3]1)=[O:14]. The catalyst class is: 10. (4) Reactant: [C:1]([NH:5][S:6]([CH2:9][CH2:10][CH2:11]Cl)(=[O:8])=[O:7])([CH3:4])([CH3:3])[CH3:2].[CH2:13]([Li])CCC.IC.C(OCC)(=O)C. Product: [C:1]([NH:5][S:6]([C:9]1([CH3:13])[CH2:11][CH2:10]1)(=[O:8])=[O:7])([CH3:4])([CH3:3])[CH3:2]. The catalyst class is: 6. (5) Product: [F:13][C:14]([F:28])([F:29])[C:15]1[CH:16]=[CH:17][C:18]([C:21]2[CH:26]=[CH:25][CH:24]=[CH:23][C:22]=2[NH:27][C:8]([C:7]2[C:3]([CH:2]([F:12])[F:1])=[N:4][N:5]([CH3:11])[CH:6]=2)=[O:9])=[CH:19][CH:20]=1. Reactant: [F:1][CH:2]([F:12])[C:3]1[C:7]([C:8](Cl)=[O:9])=[CH:6][N:5]([CH3:11])[N:4]=1.[F:13][C:14]([F:29])([F:28])[C:15]1[CH:20]=[CH:19][C:18]([C:21]2[CH:26]=[CH:25][CH:24]=[CH:23][C:22]=2[NH2:27])=[CH:17][CH:16]=1.N1C=CC=CC=1.C(OC)(C)(C)C. The catalyst class is: 11. (6) Reactant: Cl[C:2]([O:4][C:5]1[CH:10]=[CH:9][C:8]([Cl:11])=[CH:7][CH:6]=1)=[O:3].[CH3:12][O:13][C:14](=[O:31])[C:15]1[CH:20]=[C:19]([CH:21]2[CH2:25][CH2:24][O:23][CH2:22]2)[C:18]([C:26]([F:29])([F:28])[F:27])=[CH:17][C:16]=1[NH2:30]. Product: [CH3:12][O:13][C:14](=[O:31])[C:15]1[CH:20]=[C:19]([CH:21]2[CH2:25][CH2:24][O:23][CH2:22]2)[C:18]([C:26]([F:28])([F:29])[F:27])=[CH:17][C:16]=1[NH:30][C:2]([O:4][C:5]1[CH:10]=[CH:9][C:8]([Cl:11])=[CH:7][CH:6]=1)=[O:3]. The catalyst class is: 12. (7) Reactant: [Br:1][C:2]1[CH:7]=[C:6]([O:8][CH3:9])[CH:5]=[C:4]([Cl:10])[CH:3]=1.[Cl:11]N1C(=O)N(Cl)C(=O)N(Cl)C1=O. Product: [Br:1][C:2]1[CH:7]=[C:6]([O:8][CH3:9])[CH:5]=[C:4]([Cl:10])[C:3]=1[Cl:11]. The catalyst class is: 3.